Dataset: Forward reaction prediction with 1.9M reactions from USPTO patents (1976-2016). Task: Predict the product of the given reaction. (1) Given the reactants [C:1]1([CH2:7][CH:8]([P:18](=[O:21])([OH:20])[OH:19])[NH:9][S:10]([C:13]2[S:14][CH:15]=[CH:16][CH:17]=2)(=[O:12])=[O:11])[CH:6]=[CH:5][CH:4]=[CH:3][CH:2]=1.[Cl:22][C:23]1[C:28](O)=[CH:27][CH:26]=[CH:25][N:24]=1.ClC(Cl)(Cl)C#N, predict the reaction product. The product is: [NH4+:9].[Cl:22][C:23]1[C:28]([O:21][P:18]([CH:8]([NH:9][S:10]([C:13]2[S:14][CH:15]=[CH:16][CH:17]=2)(=[O:11])=[O:12])[CH2:7][C:1]2[CH:6]=[CH:5][CH:4]=[CH:3][CH:2]=2)(=[O:19])[O-:20])=[CH:27][CH:26]=[CH:25][N:24]=1. (2) Given the reactants [OH:1][CH2:2][C:3]1[CH:8]=[CH:7][C:6]([CH:9]([C:19]([NH:21][C:22]2[CH:23]=[C:24]3[C:29](=[CH:30][CH:31]=2)[CH:28]=[N:27][CH:26]=[CH:25]3)=[O:20])[CH2:10][NH:11][C:12](=[O:18])[O:13][C:14]([CH3:17])([CH3:16])[CH3:15])=[CH:5][CH:4]=1.C(Cl)CCl.[CH:36]1([C:42](O)=[O:43])[CH2:41][CH2:40][CH2:39][CH2:38][CH2:37]1, predict the reaction product. The product is: [CH:36]1([C:42]([O:1][CH2:2][C:3]2[CH:4]=[CH:5][C:6]([CH:9]([CH2:10][NH:11][C:12]([O:13][C:14]([CH3:16])([CH3:17])[CH3:15])=[O:18])[C:19]([NH:21][C:22]3[CH:23]=[C:24]4[C:29](=[CH:30][CH:31]=3)[CH:28]=[N:27][CH:26]=[CH:25]4)=[O:20])=[CH:7][CH:8]=2)=[O:43])[CH2:41][CH2:40][CH2:39][CH2:38][CH2:37]1.